Task: Predict the reaction yield, written as a fraction of the theoretical maximum amount of product (1.0 means a 100% yield; for example, 0.34 means a 34% yield).. Dataset: Reaction yield outcomes from USPTO patents with 853,638 reactions (1) The reactants are [NH2:1][C:2]1[CH:7]=[CH:6][CH:5]=[CH:4][C:3]=1[NH:8][C:9]([NH:11][C:12]1[CH:17]=[CH:16][C:15]([C:18]2[N:23]=[C:22]([N:24]3[CH2:29][CH2:28][O:27][CH2:26][CH2:25]3)[C:21]([S:30][CH3:31])=[CH:20][N:19]=2)=[CH:14][CH:13]=1)=S.C1(N=C=NC2CCCCC2)CCCCC1. The catalyst is C1COCC1. The product is [CH3:31][S:30][C:21]1[C:22]([N:24]2[CH2:29][CH2:28][O:27][CH2:26][CH2:25]2)=[N:23][C:18]([C:15]2[CH:16]=[CH:17][C:12]([NH:11][C:9]3[NH:8][C:3]4[CH:4]=[CH:5][CH:6]=[CH:7][C:2]=4[N:1]=3)=[CH:13][CH:14]=2)=[N:19][CH:20]=1. The yield is 0.730. (2) The reactants are Cl.[C:2]([NH2:5])(=[NH:4])[CH3:3].C[O-].[Na+].[C:9]([C:11]1[CH:16]=[CH:15][CH:14]=[CH:13][C:12]=1[C:17]1[CH:22]=[CH:21][C:20]([CH2:23][CH:24]([C:30](=O)[CH2:31][CH2:32][CH3:33])[C:25](OCC)=[O:26])=[CH:19][CH:18]=1)#[N:10].[Cl-].[NH4+]. The catalyst is CO.C(OCC)(=O)C. The product is [CH3:3][C:2]1[NH:4][C:25](=[O:26])[C:24]([CH2:23][C:20]2[CH:21]=[CH:22][C:17]([C:12]3[C:11]([C:9]#[N:10])=[CH:16][CH:15]=[CH:14][CH:13]=3)=[CH:18][CH:19]=2)=[C:30]([CH2:31][CH2:32][CH3:33])[N:5]=1. The yield is 0.820. (3) The reactants are Cl.Cl.[N:3]1([C:9]2[C:10]3[CH2:17][CH2:16][CH:15]([OH:18])[C:11]=3[N:12]=[CH:13][N:14]=2)[CH2:8][CH2:7][NH:6][CH2:5][CH2:4]1.[C:19]([O:23][C:24]([N:26]([CH:39]([CH3:41])[CH3:40])[CH2:27][CH:28]([C:32]1[CH:37]=[CH:36][C:35]([Cl:38])=[CH:34][CH:33]=1)[C:29](O)=[O:30])=[O:25])([CH3:22])([CH3:21])[CH3:20].CN(C(ON1N=NC2C=CC=CC1=2)=[N+](C)C)C.F[P-](F)(F)(F)(F)F. The catalyst is C(Cl)Cl. The product is [Cl:38][C:35]1[CH:36]=[CH:37][C:32]([CH:28]([C:29]([N:6]2[CH2:5][CH2:4][N:3]([C:9]3[C:10]4[CH2:17][CH2:16][CH:15]([OH:18])[C:11]=4[N:12]=[CH:13][N:14]=3)[CH2:8][CH2:7]2)=[O:30])[CH2:27][N:26]([CH:39]([CH3:40])[CH3:41])[C:24](=[O:25])[O:23][C:19]([CH3:21])([CH3:20])[CH3:22])=[CH:33][CH:34]=1. The yield is 0.660. (4) The reactants are [C:1]([O:5][C:6]([N:8]1[CH2:13][CH2:12][N:11]([C:14]2[C:19]([Cl:20])=[CH:18][CH:17]=[CH:16][C:15]=2[NH2:21])[CH2:10][CH2:9]1)=[O:7])([CH3:4])([CH3:3])[CH3:2].[CH3:22][S:23](Cl)(=[O:25])=[O:24].C(N(CC)CC)C.C([O-])(O)=O.[Na+]. The catalyst is C(Cl)Cl.CCOC(C)=O. The product is [C:1]([O:5][C:6]([N:8]1[CH2:13][CH2:12][N:11]([C:14]2[C:15]([NH:21][S:23]([CH3:22])(=[O:25])=[O:24])=[CH:16][CH:17]=[CH:18][C:19]=2[Cl:20])[CH2:10][CH2:9]1)=[O:7])([CH3:4])([CH3:2])[CH3:3]. The yield is 0.700.